Task: Predict the reactants needed to synthesize the given product.. Dataset: Full USPTO retrosynthesis dataset with 1.9M reactions from patents (1976-2016) (1) Given the product [C:1]([C:4]1[CH:8]=[C:7]([C:9]([O:11][CH2:12][CH3:13])=[O:10])[N:6]([C:17]2[CH:16]=[C:15]([Cl:14])[CH:20]=[CH:19][C:18]=2[CH3:24])[N:5]=1)(=[O:3])[CH3:2], predict the reactants needed to synthesize it. The reactants are: [C:1]([C:4]1[CH:8]=[C:7]([C:9]([O:11][CH2:12][CH3:13])=[O:10])[NH:6][N:5]=1)(=[O:3])[CH3:2].[Cl:14][C:15]1[CH:16]=[CH:17][C:18]([CH3:24])=[C:19](B(O)O)[CH:20]=1.N1C=CC=CC=1. (2) Given the product [F:1][C:2]([F:12])([F:11])[C:3]1[CH:8]=[CH:7][N:6]=[C:5]([CH:9]=[C:14]2[CH2:15][CH2:16][CH2:17][C:13]2=[O:26])[CH:4]=1, predict the reactants needed to synthesize it. The reactants are: [F:1][C:2]([F:12])([F:11])[C:3]1[CH:8]=[CH:7][N:6]=[C:5]([CH:9]=O)[CH:4]=1.[C:13]1(N2CCOCC2)[CH2:17][CH2:16][CH2:15][CH:14]=1.Cl.C(=O)(O)[O-:26].[Na+].[OH-].[Na+]. (3) Given the product [NH:6]1[CH2:11][CH2:10][CH2:9][CH2:8][C@@H:7]1[C:12]([O:14][C:16]([CH3:18])([CH3:17])[CH3:15])=[O:13], predict the reactants needed to synthesize it. The reactants are: OS(O)(=O)=O.[NH:6]1[CH2:11][CH2:10][CH2:9][CH2:8][C@@H:7]1[C:12]([OH:14])=[O:13].[CH3:15][C:16](=[CH2:18])[CH3:17].[OH-].[Na+]. (4) Given the product [Br:20][C:21]1[C:27]([Cl:28])=[CH:26][C:24]([NH:25][C:2]2[N:6]([CH2:7][C:8]3[CH:13]=[CH:12][C:11]([O:14][CH3:15])=[CH:10][CH:9]=3)[N:5]=[C:4]([S:16]([CH3:19])(=[O:18])=[O:17])[N:3]=2)=[CH:23][C:22]=1[Cl:29], predict the reactants needed to synthesize it. The reactants are: Cl[C:2]1[N:6]([CH2:7][C:8]2[CH:13]=[CH:12][C:11]([O:14][CH3:15])=[CH:10][CH:9]=2)[N:5]=[C:4]([S:16]([CH3:19])(=[O:18])=[O:17])[N:3]=1.[Br:20][C:21]1[C:27]([Cl:28])=[CH:26][C:24]([NH2:25])=[CH:23][C:22]=1[Cl:29].CC([O-])(C)C.[Na+]. (5) Given the product [C:1]([CH:3]1[CH2:7][CH2:6][N:5]([C:8]([O:10][C:11]([CH3:14])([CH3:13])[CH3:12])=[O:9])[CH2:4]1)#[CH:15], predict the reactants needed to synthesize it. The reactants are: [CH:1]([CH:3]1[CH2:7][CH2:6][N:5]([C:8]([O:10][C:11]([CH3:14])([CH3:13])[CH3:12])=[O:9])[CH2:4]1)=O.[C:15](=O)([O-])[O-].[K+].[K+].COP(C(=[N+]=[N-])C(=O)C)(=O)OC. (6) Given the product [Br:8][C:4]1[N:3]=[C:2]([C:22]([OH:23])([C:24]([F:27])([F:26])[F:25])[C:21]([F:29])([F:28])[F:20])[CH:7]=[CH:6][CH:5]=1, predict the reactants needed to synthesize it. The reactants are: Br[C:2]1[CH:7]=[CH:6][CH:5]=[C:4]([Br:8])[N:3]=1.[Li]CCCC.CCCCCC.[F:20][C:21]([F:29])([F:28])[C:22]([C:24]([F:27])([F:26])[F:25])=[O:23]. (7) Given the product [CH2:1]([O:3][C:4]([C@H:6]1[CH2:11][CH2:10][C@H:9]([O:12][CH:13]([CH2:16][OH:17])[CH2:14][O:15][S:31]([C:28]2[CH:29]=[CH:30][C:25]([CH3:35])=[CH:26][CH:27]=2)(=[O:33])=[O:32])[CH2:8][CH2:7]1)=[O:5])[CH3:2], predict the reactants needed to synthesize it. The reactants are: [CH2:1]([O:3][C:4]([C@H:6]1[CH2:11][CH2:10][C@H:9]([O:12][CH:13]([CH2:16][OH:17])[CH2:14][OH:15])[CH2:8][CH2:7]1)=[O:5])[CH3:2].C(N(CC)CC)C.[C:25]1([CH3:35])[CH:30]=[CH:29][C:28]([S:31](Cl)(=[O:33])=[O:32])=[CH:27][CH:26]=1.